From a dataset of Experimentally validated miRNA-target interactions with 360,000+ pairs, plus equal number of negative samples. Binary Classification. Given a miRNA mature sequence and a target amino acid sequence, predict their likelihood of interaction. The miRNA is hsa-miR-6510-5p with sequence CAGCAGGGGAGAGAGAGGAGUC. The protein sequence of the target gene is MAVPGPTARAGARPRLDLQLVQRFVRIQKVFFPSWSSQNVLMFMTLLCVTLLEQLVIYQVGLIPSQYYGVLGNKDLDGFKALTLLAVTLIVLNSTLKSFDQFTCNLLYVSWRKDLTEHLHHLYFRARVYYTLNVLRDDIDNPDQRISQDVERFCRQLSSVTSKLIISPFTLTYYTYQCFQSTGWLGPVSIFGYFIVGTMVNKTLMGPIVTKLVQQEKLEGDFRFKHMQIRVNAEPAAFYRAGLVEHMRTDRRLQRLLQTQRELMSRELWLYIGINTFDYLGSILSYVVIAIPIFSGVYGD.... Result: 0 (no interaction).